From a dataset of Reaction yield outcomes from USPTO patents with 853,638 reactions. Predict the reaction yield, written as a fraction of the theoretical maximum amount of product (1.0 means a 100% yield; for example, 0.34 means a 34% yield). (1) The reactants are [OH-].[Li+].[CH3:3][O:4][C:5]1[CH:14]=[CH:13][C:12]2[CH:11]([C:15]([O:17]CC)=[O:16])[N:10]([C:20]([O:22][C:23]([CH3:26])([CH3:25])[CH3:24])=[O:21])[CH2:9][CH2:8][C:7]=2[N:6]=1.CCO.Cl. The catalyst is O.C1COCC1. The product is [C:23]([O:22][C:20]([N:10]1[CH2:9][CH2:8][C:7]2[N:6]=[C:5]([O:4][CH3:3])[CH:14]=[CH:13][C:12]=2[CH:11]1[C:15]([OH:17])=[O:16])=[O:21])([CH3:26])([CH3:24])[CH3:25]. The yield is 1.00. (2) The reactants are [Cl:1][C:2]1[C:11]([Cl:12])=[CH:10][C:5]2[NH:6][C:7](=O)[NH:8][C:4]=2[CH:3]=1.[OH-].[Na+].O=P(Cl)(Cl)[Cl:17]. No catalyst specified. The product is [Cl:17][C:7]1[NH:6][C:5]2[CH:10]=[C:11]([Cl:12])[C:2]([Cl:1])=[CH:3][C:4]=2[N:8]=1. The yield is 0.900.